Dataset: Peptide-MHC class I binding affinity with 185,985 pairs from IEDB/IMGT. Task: Regression. Given a peptide amino acid sequence and an MHC pseudo amino acid sequence, predict their binding affinity value. This is MHC class I binding data. (1) The peptide sequence is NIDPEHLDY. The MHC is HLA-B46:01 with pseudo-sequence YYAMYREKYRQTDVSNLYLRYDSYTWAEWAYLWY. The binding affinity (normalized) is 0.0847. (2) The peptide sequence is ILGVFRRPF. The MHC is HLA-A26:03 with pseudo-sequence HLA-A26:03. The binding affinity (normalized) is 0.0847.